Dataset: NCI-60 drug combinations with 297,098 pairs across 59 cell lines. Task: Regression. Given two drug SMILES strings and cell line genomic features, predict the synergy score measuring deviation from expected non-interaction effect. (1) Drug 1: CC(C)NC(=O)C1=CC=C(C=C1)CNNC.Cl. Drug 2: CC1=C(C(=O)C2=C(C1=O)N3CC4C(C3(C2COC(=O)N)OC)N4)N. Cell line: U251. Synergy scores: CSS=22.6, Synergy_ZIP=-5.83, Synergy_Bliss=-9.16, Synergy_Loewe=-32.9, Synergy_HSA=-9.22. (2) Drug 1: COC1=C2C(=CC3=C1OC=C3)C=CC(=O)O2. Drug 2: C(CCl)NC(=O)N(CCCl)N=O. Cell line: NCI/ADR-RES. Synergy scores: CSS=6.38, Synergy_ZIP=-3.63, Synergy_Bliss=-5.04, Synergy_Loewe=-2.68, Synergy_HSA=-3.37. (3) Drug 1: CC12CCC(CC1=CCC3C2CCC4(C3CC=C4C5=CN=CC=C5)C)O. Drug 2: COC1=NC(=NC2=C1N=CN2C3C(C(C(O3)CO)O)O)N. Cell line: M14. Synergy scores: CSS=-5.47, Synergy_ZIP=2.55, Synergy_Bliss=1.78, Synergy_Loewe=-5.83, Synergy_HSA=-3.79. (4) Drug 1: B(C(CC(C)C)NC(=O)C(CC1=CC=CC=C1)NC(=O)C2=NC=CN=C2)(O)O. Drug 2: N.N.Cl[Pt+2]Cl. Cell line: NCI-H226. Synergy scores: CSS=64.2, Synergy_ZIP=0.625, Synergy_Bliss=4.18, Synergy_Loewe=2.75, Synergy_HSA=5.13. (5) Drug 1: CN1C(=O)N2C=NC(=C2N=N1)C(=O)N. Drug 2: CC1=C(C(=O)C2=C(C1=O)N3CC4C(C3(C2COC(=O)N)OC)N4)N. Cell line: NCI-H322M. Synergy scores: CSS=8.38, Synergy_ZIP=-2.05, Synergy_Bliss=-1.01, Synergy_Loewe=-5.78, Synergy_HSA=-2.32. (6) Drug 1: CN1C(=O)N2C=NC(=C2N=N1)C(=O)N. Drug 2: CCC1(CC2CC(C3=C(CCN(C2)C1)C4=CC=CC=C4N3)(C5=C(C=C6C(=C5)C78CCN9C7C(C=CC9)(C(C(C8N6C)(C(=O)OC)O)OC(=O)C)CC)OC)C(=O)OC)O.OS(=O)(=O)O. Cell line: SK-OV-3. Synergy scores: CSS=3.16, Synergy_ZIP=1.19, Synergy_Bliss=5.84, Synergy_Loewe=-10.4, Synergy_HSA=-1.72. (7) Drug 1: CC(C)NC(=O)C1=CC=C(C=C1)CNNC.Cl. Drug 2: C(CCl)NC(=O)N(CCCl)N=O. Cell line: HCC-2998. Synergy scores: CSS=-0.00500, Synergy_ZIP=-1.98, Synergy_Bliss=-4.67, Synergy_Loewe=-5.31, Synergy_HSA=-7.19. (8) Synergy scores: CSS=10.6, Synergy_ZIP=-2.33, Synergy_Bliss=0.868, Synergy_Loewe=-1.88, Synergy_HSA=-0.116. Drug 1: CC1C(C(=O)NC(C(=O)N2CCCC2C(=O)N(CC(=O)N(C(C(=O)O1)C(C)C)C)C)C(C)C)NC(=O)C3=C4C(=C(C=C3)C)OC5=C(C(=O)C(=C(C5=N4)C(=O)NC6C(OC(=O)C(N(C(=O)CN(C(=O)C7CCCN7C(=O)C(NC6=O)C(C)C)C)C)C(C)C)C)N)C. Drug 2: C1=NC(=NC(=O)N1C2C(C(C(O2)CO)O)O)N. Cell line: SNB-75. (9) Drug 1: CC1=C(C=C(C=C1)NC(=O)C2=CC=C(C=C2)CN3CCN(CC3)C)NC4=NC=CC(=N4)C5=CN=CC=C5. Drug 2: CC1CCCC2(C(O2)CC(NC(=O)CC(C(C(=O)C(C1O)C)(C)C)O)C(=CC3=CSC(=N3)C)C)C. Cell line: SF-268. Synergy scores: CSS=40.9, Synergy_ZIP=2.97, Synergy_Bliss=3.16, Synergy_Loewe=-8.84, Synergy_HSA=3.26. (10) Drug 1: C1CN1C2=NC(=NC(=N2)N3CC3)N4CC4. Drug 2: C1C(C(OC1N2C=NC(=NC2=O)N)CO)O. Cell line: RPMI-8226. Synergy scores: CSS=57.6, Synergy_ZIP=4.10, Synergy_Bliss=4.19, Synergy_Loewe=4.46, Synergy_HSA=7.08.